This data is from Catalyst prediction with 721,799 reactions and 888 catalyst types from USPTO. The task is: Predict which catalyst facilitates the given reaction. Reactant: C(OC([N:8]1[CH2:14][CH2:13][CH2:12][N:11]([C:15]([CH:17]2[CH2:22][CH2:21][O:20][CH2:19][CH2:18]2)=[O:16])[CH2:10][CH2:9]1)=O)(C)(C)C.FC(F)(F)C(O)=O. Product: [N:11]1([C:15]([CH:17]2[CH2:22][CH2:21][O:20][CH2:19][CH2:18]2)=[O:16])[CH2:12][CH2:13][CH2:14][NH:8][CH2:9][CH2:10]1. The catalyst class is: 2.